Dataset: NCI-60 drug combinations with 297,098 pairs across 59 cell lines. Task: Regression. Given two drug SMILES strings and cell line genomic features, predict the synergy score measuring deviation from expected non-interaction effect. Drug 1: C1=CC(=CC=C1CCC2=CNC3=C2C(=O)NC(=N3)N)C(=O)NC(CCC(=O)O)C(=O)O. Drug 2: C1CN1P(=S)(N2CC2)N3CC3. Cell line: SK-OV-3. Synergy scores: CSS=22.0, Synergy_ZIP=-2.54, Synergy_Bliss=-4.95, Synergy_Loewe=-11.3, Synergy_HSA=-3.97.